From a dataset of Experimentally validated miRNA-target interactions with 360,000+ pairs, plus equal number of negative samples. Binary Classification. Given a miRNA mature sequence and a target amino acid sequence, predict their likelihood of interaction. The miRNA is mmu-miR-3085-3p with sequence UCUGGCUGCUAUGGCCCCCUC. The protein sequence of the target gene is MATMVPSVLWPRACWTLLVCCLLTPGVQGQEFLLRVEPQNPVLSAGGSLFVNCSTDCPSSEKIALETSLSKELVASGMGWAAFNLSNVTGNSRILCSVYCNGSQITGSSNITVYRLPERVELAPLPPWQPVGQNFTLRCQVEDGSPRTSLTVVLLRWEEELSRQPAVEEPAEVTATVLASRDDHGAPFSCRTELDMQPQGLGLFVNTSAPRQLRTFVLPVTPPRLVAPRFLEVETSWPVDCTLDGLFPASEAQVYLALGDQMLNATVMNHGDTLTATATATARADQEGAREIVCNVTLGG.... Result: 0 (no interaction).